Dataset: Reaction yield outcomes from USPTO patents with 853,638 reactions. Task: Predict the reaction yield, written as a fraction of the theoretical maximum amount of product (1.0 means a 100% yield; for example, 0.34 means a 34% yield). (1) The reactants are C[O:2][C:3]([C:5]1([CH3:11])[CH2:10][CH2:9][O:8][CH2:7][CH2:6]1)=O.CC(C[AlH]CC(C)C)C.[NH4+].[Cl-].C(C(C(C([O-])=O)O)O)([O-])=O.[K+].[Na+]. The catalyst is C(Cl)Cl.CCOC(C)=O. The product is [CH3:11][C:5]1([CH2:3][OH:2])[CH2:10][CH2:9][O:8][CH2:7][CH2:6]1. The yield is 0.690. (2) The reactants are [NH2:1]/[C:2](/[CH3:11])=[C:3](/[CH2:9][CH3:10])\[C:4]([O:6][CH2:7][CH3:8])=[O:5].C(N(C(C)C)CC)(C)C.Cl[C:22](=[O:29])[CH2:23][C:24]([O:26][CH2:27][CH3:28])=[O:25].C(=O)(O)[O-].[Na+]. The catalyst is C1COCC1. The product is [CH2:27]([O:26][C:24](=[O:25])[CH2:23][C:22]([NH:1]/[C:2](/[CH3:11])=[C:3](/[CH2:9][CH3:10])\[C:4]([O:6][CH2:7][CH3:8])=[O:5])=[O:29])[CH3:28]. The yield is 0.860. (3) The reactants are Br[C:2]1[CH:3]=[C:4]2[C:9](=[CH:10][CH:11]=1)[N:8]=[C:7]([CH3:12])[C:6]([C:13](=[O:18])[C:14]([F:17])([F:16])[F:15])=[C:5]2[C:19]1[CH:24]=[CH:23][C:22](F)=[CH:21][CH:20]=1.[OH:26][C:27]1([C:33]2[CH:38]=[CH:37][CH:36]=[CH:35][CH:34]=2)[CH2:32][CH2:31][NH:30][CH2:29][CH2:28]1. No catalyst specified. The product is [F:15][C:14]([F:17])([F:16])[C:13]([C:6]1[C:7]([CH3:12])=[N:8][C:9]2[C:4]([C:5]=1[C:19]1[CH:24]=[CH:23][CH:22]=[CH:21][CH:20]=1)=[CH:3][C:2]([N:30]1[CH2:31][CH2:32][C:27]([OH:26])([C:33]3[CH:34]=[CH:35][CH:36]=[CH:37][CH:38]=3)[CH2:28][CH2:29]1)=[CH:11][CH:10]=2)=[O:18]. The yield is 0.290.